From a dataset of Forward reaction prediction with 1.9M reactions from USPTO patents (1976-2016). Predict the product of the given reaction. (1) Given the reactants [NH:1]1[CH2:4][CH:3]([NH:5][C:6](=[O:22])[CH2:7][NH:8][C:9]2[C:17]3[C:12](=[CH:13][CH:14]=[C:15]([C:18]([F:21])([F:20])[F:19])[CH:16]=3)[NH:11][N:10]=2)[CH2:2]1.[C:23]([O:27][C:28](=[O:37])[NH:29][CH:30]1[CH2:35][CH2:34][C:33](=O)[CH2:32][CH2:31]1)([CH3:26])([CH3:25])[CH3:24], predict the reaction product. The product is: [C:23]([O:27][C:28](=[O:37])[NH:29][CH:30]1[CH2:31][CH2:32][CH:33]([N:1]2[CH2:2][CH:3]([NH:5][C:6](=[O:22])[CH2:7][NH:8][C:9]3[C:17]4[C:12](=[CH:13][CH:14]=[C:15]([C:18]([F:20])([F:19])[F:21])[CH:16]=4)[NH:11][N:10]=3)[CH2:4]2)[CH2:34][CH2:35]1)([CH3:26])([CH3:24])[CH3:25]. (2) The product is: [CH2:2]([C:1]12[CH2:13][CH:7]([CH2:12][CH2:11]1)[CH:8]=[CH:9]2)[CH2:3][CH2:4][CH2:5][CH2:6][CH3:15]. Given the reactants [CH2:1]=[CH:2][CH2:3][CH2:4][CH2:5][CH3:6].[C:7]1([CH3:13])[CH:12]=[CH:11]C=[CH:9][CH:8]=1.F[C:15]1C([B-](C2C(F)=C(F)C(F)=C(F)C=2F)(C2C(F)=C(F)C(F)=C(F)C=2F)C2C(F)=C(F)C(F)=C(F)C=2F)=C(F)C(F)=C(F)C=1F.C[NH+](C)C1C=CC=CC=1.ClCCl, predict the reaction product. (3) The product is: [C:1]1([CH2:4][CH2:5][O:6][C:7]2[CH:8]=[CH:9][C:10]([C:11]([NH:13][CH2:14][C:15]([OH:17])=[O:16])=[O:12])=[CH:18][CH:19]=2)[CH:3]=[CH:2][CH:30]=[CH:21][CH:22]=1. Given the reactants [CH:1]1([CH2:4][CH2:5][O:6][C:7]2[CH:19]=[CH:18][C:10]([C:11]([NH:13][CH2:14][C:15]([OH:17])=[O:16])=[O:12])=[CH:9][CH:8]=2)[CH2:3][CH2:2]1.O[C:21]1[CH:30]=CC(C(OC)=O)=C[CH:22]=1.C1(CCO)C=CC=CC=1, predict the reaction product. (4) Given the reactants [C:1]([Si:5]([CH3:8])([CH3:7])Cl)([CH3:4])([CH3:3])[CH3:2].[Br:9][C:10]1[CH:19]=[CH:18][CH:17]=[C:16]2[C:11]=1[CH2:12][C@H:13]([CH2:20][OH:21])[NH:14][CH2:15]2.N1C=CN=C1.[Cl-].[NH4+], predict the reaction product. The product is: [Br:9][C:10]1[CH:19]=[CH:18][CH:17]=[C:16]2[C:11]=1[CH2:12][C@H:13]([CH2:20][O:21][Si:5]([C:1]([CH3:4])([CH3:3])[CH3:2])([CH3:8])[CH3:7])[NH:14][CH2:15]2.